The task is: Predict the reaction yield, written as a fraction of the theoretical maximum amount of product (1.0 means a 100% yield; for example, 0.34 means a 34% yield).. This data is from Reaction yield outcomes from USPTO patents with 853,638 reactions. (1) The reactants are [Cl:1][C:2]1[C:3]([NH:12][C:13]2[N:23]=[C:22]3[C:16]([N:17]([CH3:30])[C:18](=[O:29])[CH2:19][CH2:20][N:21]3[CH:24]3[CH2:28][CH2:27][CH2:26][CH2:25]3)=[CH:15][N:14]=2)=[CH:4][C:5]([F:11])=[C:6]([CH:10]=1)[C:7](O)=[O:8].[NH2:31][CH:32]1[CH2:37][CH2:36][N:35]([CH3:38])[CH2:34][CH2:33]1.CN(C(ON1N=NC2C=CC=NC1=2)=[N+](C)C)C.F[P-](F)(F)(F)(F)F.C(N(CC)C(C)C)(C)C. The catalyst is CN(C=O)C. The product is [Cl:1][C:2]1[C:3]([NH:12][C:13]2[N:23]=[C:22]3[C:16]([N:17]([CH3:30])[C:18](=[O:29])[CH2:19][CH2:20][N:21]3[CH:24]3[CH2:28][CH2:27][CH2:26][CH2:25]3)=[CH:15][N:14]=2)=[CH:4][C:5]([F:11])=[C:6]([CH:10]=1)[C:7]([NH:31][CH:32]1[CH2:37][CH2:36][N:35]([CH3:38])[CH2:34][CH2:33]1)=[O:8]. The yield is 0.480. (2) The product is [S:17]1[C:13]2[CH:12]=[C:11]([NH:8][CH:6]([CH3:7])[CH2:5][C:4]([OH:3])=[O:9])[CH:19]=[CH:18][C:14]=2[N:15]=[CH:16]1. The catalyst is CN(C=O)C.C(Cl)(Cl)Cl.[Cu](I)I. The yield is 0.222. The reactants are C([O:3][C:4](=[O:9])[CH2:5][CH:6]([NH2:8])[CH3:7])C.I[C:11]1[CH:19]=[CH:18][C:14]2[N:15]=[CH:16][S:17][C:13]=2[CH:12]=1.C(=O)([O-])[O-].[K+].[K+].CO. (3) The reactants are [OH:1][CH:2]1[CH2:6][NH:5][CH:4]([CH2:7][N:8]([CH2:24][C:25]([CH3:33])=[CH:26][C:27]2[CH:32]=[CH:31][CH:30]=[CH:29][CH:28]=2)[C:9]([C:11]2[CH:21]=[C:20]([O:22][CH3:23])[C:14]3[O:15][C:16]([CH3:19])([CH3:18])[O:17][C:13]=3[CH:12]=2)=[O:10])[CH2:3]1.[O:34]1[CH2:39][CH2:38][C:37](=O)[CH2:36][CH2:35]1.C(O)(=O)C.C([BH3-])#N.[Na+].Cl. No catalyst specified. The product is [OH:1][CH:2]1[CH2:6][N:5]([CH:37]2[CH2:38][CH2:39][O:34][CH2:35][CH2:36]2)[CH:4]([CH2:7][N:8]([CH2:24][C:25]([CH3:33])=[CH:26][C:27]2[CH:28]=[CH:29][CH:30]=[CH:31][CH:32]=2)[C:9]([C:11]2[CH:21]=[C:20]([O:22][CH3:23])[C:14]3[O:15][C:16]([CH3:19])([CH3:18])[O:17][C:13]=3[CH:12]=2)=[O:10])[CH2:3]1. The yield is 0.650. (4) The reactants are [F:1][C:2]1[CH:9]=[CH:8][C:5]([C:6]#[N:7])=[CH:4][C:3]=1[C:10]([C:12]1[CH:21]=[CH:20][C:19]2[C:14](=[CH:15][CH:16]=[C:17]([OH:22])[CH:18]=2)[CH:13]=1)=[O:11].C(=O)([O-])[O-].[K+].[K+].Cl.Cl.[CH3:31][N:32]([CH3:36])[CH2:33][CH2:34]Cl. The catalyst is CC(C)=O. The product is [CH3:31][N:32]([CH3:36])[CH2:33][CH2:34][O:22][C:17]1[CH:18]=[C:19]2[C:14](=[CH:15][CH:16]=1)[CH:13]=[C:12]([C:10]([C:3]1[CH:4]=[C:5]([CH:8]=[CH:9][C:2]=1[F:1])[C:6]#[N:7])=[O:11])[CH:21]=[CH:20]2. The yield is 0.560.